From a dataset of Forward reaction prediction with 1.9M reactions from USPTO patents (1976-2016). Predict the product of the given reaction. (1) Given the reactants [CH:1]([C:3]1[S:4][CH:5]=[CH:6][C:7]=1[CH3:8])=O.[CH3:9][NH:10][CH2:11][CH2:12][NH:13][CH3:14], predict the reaction product. The product is: [CH3:9][N:10]1[CH2:11][CH2:12][N:13]([CH3:14])[CH:1]1[C:3]1[S:4][CH:5]=[CH:6][C:7]=1[CH3:8]. (2) Given the reactants [OH:1][C@H:2]1[CH2:6][N:5]([C:7]([O:9][C:10]([CH3:13])([CH3:12])[CH3:11])=[O:8])[C@H:4]([CH3:14])[CH2:3]1.[S:15](Cl)([C:18]1[CH:24]=[CH:23][C:21]([CH3:22])=[CH:20][CH:19]=1)(=[O:17])=[O:16].Cl, predict the reaction product. The product is: [CH3:14][C@@H:4]1[CH2:3][C@@H:2]([O:1][S:15]([C:18]2[CH:24]=[CH:23][C:21]([CH3:22])=[CH:20][CH:19]=2)(=[O:17])=[O:16])[CH2:6][N:5]1[C:7]([O:9][C:10]([CH3:13])([CH3:12])[CH3:11])=[O:8].